Dataset: Forward reaction prediction with 1.9M reactions from USPTO patents (1976-2016). Task: Predict the product of the given reaction. (1) Given the reactants [C:1]([OH:14])(=[O:13])/[CH:2]=[CH:3]/[C:4]1[CH:12]=[CH:11][C:9](O)=[C:6](OC)[CH:5]=1.C[OH:16], predict the reaction product. The product is: [OH:16][C:2](=[CH:3][C:4]1[CH:12]=[CH:11][CH:9]=[CH:6][CH:5]=1)[C:1]([OH:14])=[O:13]. (2) Given the reactants [NH2:1][C:2]1[N:10]=[C:9]([CH2:11][O:12][CH3:13])[CH:8]=[CH:7][C:3]=1[C:4]([OH:6])=O.[F:14][C:15]1[CH:20]=[CH:19][CH:18]=[CH:17][C:16]=1[O:21][C:22]1[CH:29]=[CH:28][C:25]([CH2:26][NH2:27])=[CH:24][CH:23]=1.CN([P+](ON1N=NC2C=CC=CC1=2)(N(C)C)N(C)C)C.F[P-](F)(F)(F)(F)F.C(=O)(O)[O-].[Na+], predict the reaction product. The product is: [F:14][C:15]1[CH:20]=[CH:19][CH:18]=[CH:17][C:16]=1[O:21][C:22]1[CH:29]=[CH:28][C:25]([CH2:26][NH:27][C:4](=[O:6])[C:3]2[CH:7]=[CH:8][C:9]([CH2:11][O:12][CH3:13])=[N:10][C:2]=2[NH2:1])=[CH:24][CH:23]=1. (3) Given the reactants [CH2:1]([F:12])[O:2][CH:3]([C:8](F)([F:10])[F:9])[C:4]([F:7])([F:6])[F:5].C(OCC)OCC, predict the reaction product. The product is: [F:5][C:4]([F:6])([F:7])[C:3]([O:2][CH2:1][F:12])=[C:8]([F:9])[F:10]. (4) Given the reactants [CH2:1]([N:3]1[C:11]2[C:6](=[CH:7][C:8]([C:12](=O)[CH2:13][C:14]([O:16]CC)=O)=[CH:9][CH:10]=2)[CH:5]=[N:4]1)[CH3:2].[NH2:20][C:21]1[NH:25][N:24]=[C:23]([CH3:26])[C:22]=1[C:27]([O:29][CH2:30][CH3:31])=[O:28].CC1C=CC(S(O)(=O)=O)=CC=1, predict the reaction product. The product is: [CH2:1]([N:3]1[C:11]2[C:6](=[CH:7][C:8]([C:12]3[NH:20][C:21]4[N:25]([N:24]=[C:23]([CH3:26])[C:22]=4[C:27]([O:29][CH2:30][CH3:31])=[O:28])[C:14](=[O:16])[CH:13]=3)=[CH:9][CH:10]=2)[CH:5]=[N:4]1)[CH3:2]. (5) Given the reactants [NH2:1][C:2]1[CH:7]=[CH:6][C:5]([C:8]2([C:13]([O:15][CH2:16][CH3:17])=[O:14])[CH2:12][CH2:11][CH2:10][CH2:9]2)=[CH:4][C:3]=1[O:18][CH2:19][C:20]([F:23])([F:22])[F:21].C1C(=O)N([Br:31])C(=O)C1, predict the reaction product. The product is: [NH2:1][C:2]1[C:3]([O:18][CH2:19][C:20]([F:21])([F:22])[F:23])=[CH:4][C:5]([C:8]2([C:13]([O:15][CH2:16][CH3:17])=[O:14])[CH2:12][CH2:11][CH2:10][CH2:9]2)=[CH:6][C:7]=1[Br:31]. (6) Given the reactants Br[C:2]1[CH:3]=[CH:4][C:5]([CH3:20])=[C:6]([CH:8]2[C:13](=[O:14])[C:12]([CH3:16])([CH3:15])[O:11][C:10]([CH3:18])([CH3:17])[C:9]2=[O:19])[CH:7]=1.[CH3:21][C:22]1[N:23]=[CH:24][S:25][CH:26]=1.C1(P(C2C=CC=CC=2)C2C=CC=CC=2)C=CC=CC=1, predict the reaction product. The product is: [CH3:20][C:5]1[CH:4]=[CH:3][C:2]([C:24]2[S:25][CH:26]=[C:22]([CH3:21])[N:23]=2)=[CH:7][C:6]=1[CH:8]1[C:13](=[O:14])[C:12]([CH3:16])([CH3:15])[O:11][C:10]([CH3:18])([CH3:17])[C:9]1=[O:19].